Task: Regression. Given a peptide amino acid sequence and an MHC pseudo amino acid sequence, predict their binding affinity value. This is MHC class I binding data.. Dataset: Peptide-MHC class I binding affinity with 185,985 pairs from IEDB/IMGT (1) The peptide sequence is KCRVKMEKL. The MHC is HLA-B58:01 with pseudo-sequence HLA-B58:01. The binding affinity (normalized) is 0.0847. (2) The MHC is Mamu-A07 with pseudo-sequence Mamu-A07. The binding affinity (normalized) is 0. The peptide sequence is DRFYKSLRA. (3) The peptide sequence is CLYDSQGL. The MHC is HLA-A68:02 with pseudo-sequence HLA-A68:02. The binding affinity (normalized) is 0. (4) The peptide sequence is FPFKYAAAF. The MHC is HLA-B44:02 with pseudo-sequence HLA-B44:02. The binding affinity (normalized) is 0. (5) The peptide sequence is RNFPMAQVH. The MHC is Mamu-A2201 with pseudo-sequence Mamu-A2201. The binding affinity (normalized) is 0. (6) The peptide sequence is SGVENPGGYCL. The MHC is Mamu-A02 with pseudo-sequence Mamu-A02. The binding affinity (normalized) is 0.0412. (7) The peptide sequence is WSTLFYVSSIF. The MHC is H-2-Kb with pseudo-sequence H-2-Kb. The binding affinity (normalized) is 0.0409. (8) The peptide sequence is CIFAFIDFSK. The MHC is HLA-A11:01 with pseudo-sequence HLA-A11:01. The binding affinity (normalized) is 0.797. (9) The peptide sequence is AEVQIDRLIT. The MHC is HLA-B44:03 with pseudo-sequence HLA-B44:03. The binding affinity (normalized) is 0.584. (10) The peptide sequence is LFFPFGLFK. The MHC is HLA-B07:02 with pseudo-sequence HLA-B07:02. The binding affinity (normalized) is 0.0847.